This data is from NCI-60 drug combinations with 297,098 pairs across 59 cell lines. The task is: Regression. Given two drug SMILES strings and cell line genomic features, predict the synergy score measuring deviation from expected non-interaction effect. Drug 1: CC1=C2C(C(=O)C3(C(CC4C(C3C(C(C2(C)C)(CC1OC(=O)C(C(C5=CC=CC=C5)NC(=O)OC(C)(C)C)O)O)OC(=O)C6=CC=CC=C6)(CO4)OC(=O)C)O)C)O. Drug 2: C1CN(CCN1C(=O)CCBr)C(=O)CCBr. Cell line: SNB-75. Synergy scores: CSS=10.2, Synergy_ZIP=-6.16, Synergy_Bliss=-1.38, Synergy_Loewe=-1.05, Synergy_HSA=0.0120.